This data is from Peptide-MHC class II binding affinity with 134,281 pairs from IEDB. The task is: Regression. Given a peptide amino acid sequence and an MHC pseudo amino acid sequence, predict their binding affinity value. This is MHC class II binding data. (1) The peptide sequence is AKNMKNLVWNDELAY. The MHC is DRB1_0701 with pseudo-sequence DRB1_0701. The binding affinity (normalized) is 0.139. (2) The peptide sequence is DCRTAFKPVLVDEGR. The MHC is HLA-DQA10201-DQB10303 with pseudo-sequence HLA-DQA10201-DQB10303. The binding affinity (normalized) is 0.602. (3) The peptide sequence is MRSLKAPAVVSVSSP. The MHC is DRB1_0101 with pseudo-sequence DRB1_0101. The binding affinity (normalized) is 0.967. (4) The peptide sequence is IWYMWLGARYLEFEAKK. The MHC is DRB1_0701 with pseudo-sequence DRB1_0701. The binding affinity (normalized) is 0.787. (5) The peptide sequence is QVCYNFKVQFLFSSM. The MHC is DRB3_0101 with pseudo-sequence DRB3_0101. The binding affinity (normalized) is 0.361. (6) The peptide sequence is MFFVKNPTDTGHGTVHHHHHH. The MHC is DRB5_0101 with pseudo-sequence DRB5_0101. The binding affinity (normalized) is 0.460. (7) The peptide sequence is SQDLELSWNLNQLQAY. The MHC is HLA-DQA10101-DQB10501 with pseudo-sequence HLA-DQA10101-DQB10501. The binding affinity (normalized) is 0.591.